Dataset: Forward reaction prediction with 1.9M reactions from USPTO patents (1976-2016). Task: Predict the product of the given reaction. (1) Given the reactants [CH3:1][CH:2]1[CH2:6][CH2:5][CH2:4][N:3]1[C:7]1[N:12]=[CH:11][C:10](B2OC(C)(C)C(C)(C)O2)=[CH:9][N:8]=1.Br[C:23]1[CH:24]=[C:25]([CH:45]=[CH:46][CH:47]=1)[CH2:26][NH:27][C:28](=[O:44])[CH2:29][N:30]([CH:41]([CH3:43])[CH3:42])[S:31]([C:34]1[CH:39]=[CH:38][C:37]([F:40])=[CH:36][CH:35]=1)(=[O:33])=[O:32].[O-]P([O-])([O-])=O.[K+].[K+].[K+].CC#N, predict the reaction product. The product is: [F:40][C:37]1[CH:38]=[CH:39][C:34]([S:31]([N:30]([CH2:29][C:28]([NH:27][CH2:26][C:25]2[CH:24]=[CH:23][CH:47]=[C:46]([C:10]3[CH:11]=[N:12][C:7]([N:3]4[CH2:4][CH2:5][CH2:6][CH:2]4[CH3:1])=[N:8][CH:9]=3)[CH:45]=2)=[O:44])[CH:41]([CH3:43])[CH3:42])(=[O:33])=[O:32])=[CH:35][CH:36]=1. (2) The product is: [CH3:13][O:7][C:6](=[O:8])[C:5]1[C:9]([CH3:11])=[CH:10][C:2]([Br:1])=[CH:3][C:4]=1[CH3:12]. Given the reactants [Br:1][C:2]1[CH:10]=[C:9]([CH3:11])[C:5]([C:6]([OH:8])=[O:7])=[C:4]([CH3:12])[CH:3]=1.[C:13]([O-])([O-])=O.[K+].[K+].CI, predict the reaction product. (3) Given the reactants [Br-].[Li+].C1(C)C=CC(S(O)(=O)=O)=CC=1.[CH:14]([OH:25])=[CH:15][CH2:16][CH2:17][CH2:18][CH2:19][CH2:20][CH2:21][CH2:22][CH2:23][CH3:24].[CH3:26][O:27][CH2:28]OC, predict the reaction product. The product is: [CH3:26][O:27][CH2:28][O:25][CH2:14][CH2:15][CH2:16][CH2:17][CH2:18][CH2:19][CH2:20][CH2:21][CH2:22][CH:23]=[CH2:24]. (4) The product is: [CH2:1]([O:3][C:4]1[C:13]([O:14][CH3:15])=[CH:12][C:11]2[C:10]([C:16]3[CH:17]=[CH:18][C:19]([C:20]([N:57]4[CH2:58][CH2:59][CH:54]([N:40]5[C:41](=[O:53])[C:42]6[S:46][C:45]([C:47]7[CH:52]=[CH:51][CH:50]=[CH:49][CH:48]=7)=[CH:44][C:43]=6[N:38]([CH2:37][C:35]6[O:36][C:32]([CH2:30][CH3:31])=[CH:33][N:34]=6)[C:39]5=[O:60])[CH2:55][CH2:56]4)=[O:21])=[CH:23][CH:24]=3)=[N:9][C@@H:8]3[CH2:25][CH2:26][S:27][CH2:28][C@@H:7]3[C:6]=2[CH:5]=1)[CH3:2]. Given the reactants [CH2:1]([O:3][C:4]1[C:13]([O:14][CH3:15])=[CH:12][C:11]2[C:10]([C:16]3[CH:24]=[CH:23][C:19]([C:20](O)=[O:21])=[CH:18][CH:17]=3)=[N:9][C@@H:8]3[CH2:25][CH2:26][S:27][CH2:28][C@@H:7]3[C:6]=2[CH:5]=1)[CH3:2].Cl.[CH2:30]([C:32]1[O:36][C:35]([CH2:37][N:38]2[C:43]3[CH:44]=[C:45]([C:47]4[CH:52]=[CH:51][CH:50]=[CH:49][CH:48]=4)[S:46][C:42]=3[C:41](=[O:53])[N:40]([CH:54]3[CH2:59][CH2:58][NH:57][CH2:56][CH2:55]3)[C:39]2=[O:60])=[N:34][CH:33]=1)[CH3:31].CN(C(ON1N=NC2C=CC=CC1=2)=[N+](C)C)C.F[P-](F)(F)(F)(F)F.CCN(C(C)C)C(C)C, predict the reaction product. (5) Given the reactants [N:1]1[C:10]2[C:5](=[CH:6][CH:7]=[CH:8][CH:9]=2)[N:4]=[CH:3]C=1C=O.C1C=C(Cl)C=C(C(OO)=[O:21])C=1, predict the reaction product. The product is: [NH:1]1[C:3]2=[N+:4]([O-:21])[CH:5]=[CH:6][CH:7]=[C:8]2[CH:9]=[CH:10]1. (6) Given the reactants [C:1]([O:5][C:6](=[O:24])[CH2:7][CH2:8][C@H:9]([NH:13][C:14]([O:16][CH2:17][C:18]1[CH:23]=[CH:22][CH:21]=[CH:20][CH:19]=1)=[O:15])[C:10]([OH:12])=O)([CH3:4])([CH3:3])[CH3:2].[B-](F)(F)(F)F.CCOC(C(C#N)=NOC(N(C)C)=[N+](C)C)=O.FC(F)(F)C(O)=O.[CH2:54]([O:58][C:59]([N:61]1[CH2:66][CH2:65][NH:64][CH2:63][CH2:62]1)=[O:60])[CH2:55][CH2:56][CH3:57], predict the reaction product. The product is: [CH2:54]([O:58][C:59]([N:61]1[CH2:66][CH2:65][N:64]([C:10](=[O:12])[C@@H:9]([NH:13][C:14]([O:16][CH2:17][C:18]2[CH:23]=[CH:22][CH:21]=[CH:20][CH:19]=2)=[O:15])[CH2:8][CH2:7][C:6]([O:5][C:1]([CH3:2])([CH3:3])[CH3:4])=[O:24])[CH2:63][CH2:62]1)=[O:60])[CH2:55][CH2:56][CH3:57]. (7) Given the reactants [CH3:1][N:2]([C:10]1[CH:11]=[CH:12][CH:13]=[C:14]2[C:18]=1[NH:17][C:16]([C:19]1[S:20][CH:21]=[CH:22][N:23]=1)=[CH:15]2)[C:3]([C:5]1[S:6][CH:7]=[CH:8][CH:9]=1)=O.B.O1CCCC1.CO, predict the reaction product. The product is: [CH3:1][N:2]([CH2:3][C:5]1[S:6][CH:7]=[CH:8][CH:9]=1)[C:10]1[CH:11]=[CH:12][CH:13]=[C:14]2[C:18]=1[NH:17][C:16]([C:19]1[S:20][CH:21]=[CH:22][N:23]=1)=[CH:15]2. (8) Given the reactants [CH2:1]([N:8]1[CH2:12][C@@H:11]([NH:13][S:14]([C:17]2[CH:22]=[CH:21][C:20]([N+:23]([O-:25])=[O:24])=[CH:19][CH:18]=2)(=[O:16])=[O:15])[C@H:10]([NH:26][C:27](=[O:33])[O:28][C:29]([CH3:32])([CH3:31])[CH3:30])[CH2:9]1)[C:2]1[CH:7]=[CH:6][CH:5]=[CH:4][CH:3]=1.[CH2:34](Br)[CH2:35][CH:36]([CH3:38])[CH3:37].C([O-])([O-])=O.[K+].[K+], predict the reaction product. The product is: [CH2:1]([N:8]1[CH2:12][C@@H:11]([N:13]([CH2:34][CH2:35][CH:36]([CH3:38])[CH3:37])[S:14]([C:17]2[CH:22]=[CH:21][C:20]([N+:23]([O-:25])=[O:24])=[CH:19][CH:18]=2)(=[O:16])=[O:15])[C@H:10]([NH:26][C:27](=[O:33])[O:28][C:29]([CH3:30])([CH3:32])[CH3:31])[CH2:9]1)[C:2]1[CH:3]=[CH:4][CH:5]=[CH:6][CH:7]=1.